This data is from Full USPTO retrosynthesis dataset with 1.9M reactions from patents (1976-2016). The task is: Predict the reactants needed to synthesize the given product. (1) Given the product [CH2:1]([O:3][C:4](=[O:19])/[CH:5]=[C:6](/[O:8][C:9]1[CH:14]=[CH:13][CH:12]=[CH:11][C:10]=1[O:15][CH:16]([CH3:18])[CH3:17])\[CH2:7][Br:20])[CH3:2], predict the reactants needed to synthesize it. The reactants are: [CH2:1]([O:3][C:4](=[O:19])/[CH:5]=[C:6](/[O:8][C:9]1[CH:14]=[CH:13][CH:12]=[CH:11][C:10]=1[O:15][CH:16]([CH3:18])[CH3:17])\[CH3:7])[CH3:2].[Br:20]N1C(=O)CCC1=O.C(OOC(=O)C1C=CC=CC=1)(=O)C1C=CC=CC=1. (2) Given the product [CH2:1]([O:8][C:9]1[CH:14]=[C:13]([O:15][CH2:16][C:17]2[CH:22]=[CH:21][CH:20]=[CH:19][CH:18]=2)[C:12]([Cl:23])=[CH:11][C:10]=1[C:24]1[C:28]([C:13]2[CH:12]=[CH:11][C:10]([CH2:24][NH2:25])=[CH:9][CH:14]=2)=[CH:27][N:26]([CH2:30][O:31][CH2:32][CH2:33][Si:34]([CH3:37])([CH3:36])[CH3:35])[N:25]=1)[C:2]1[CH:7]=[CH:6][CH:5]=[CH:4][CH:3]=1, predict the reactants needed to synthesize it. The reactants are: [CH2:1]([O:8][C:9]1[CH:14]=[C:13]([O:15][CH2:16][C:17]2[CH:22]=[CH:21][CH:20]=[CH:19][CH:18]=2)[C:12]([Cl:23])=[CH:11][C:10]=1[C:24]1[C:28](I)=[CH:27][N:26]([CH2:30][O:31][CH2:32][CH2:33][Si:34]([CH3:37])([CH3:36])[CH3:35])[N:25]=1)[C:2]1[CH:7]=[CH:6][CH:5]=[CH:4][CH:3]=1.C(=O)(O)[O-].[Na+]. (3) Given the product [F:1][C:2]1[CH:3]=[CH:4][C:5]([CH2:6][C:7]2[CH:8]=[C:9]([OH:15])[C:10](=[O:13])[NH:11][CH:12]=2)=[CH:17][CH:18]=1, predict the reactants needed to synthesize it. The reactants are: [F:1][C:2]1[CH:18]=[CH:17][C:5]([CH2:6][C:7]2[CH:8]=[C:9]([O:15]C)[C:10]([O:13]C)=[N:11][CH:12]=2)=[CH:4][CH:3]=1.B(Br)(Br)Br. (4) Given the product [CH3:6][C:5]1[NH:8][C:19]2[CH2:18][CH2:17][NH:16][CH2:22][CH2:21][C:20]=2[N:7]=1, predict the reactants needed to synthesize it. The reactants are: C[O-].[Na+].Cl.[C:5]([NH2:8])(=[NH:7])[CH3:6].C([N:16]1[CH2:22][CH2:21][CH:20](Br)[C:19](=O)[CH2:18][CH2:17]1)C1C=CC=CC=1. (5) Given the product [Cl:15][C:16]1[CH:17]=[CH:18][C:19]([C@@:22]([NH:44][C:45]([NH:8][C@@H:9]2[CH2:13][CH2:12][CH2:11][C@H:10]2[OH:14])=[O:46])([C:30]2[CH:35]=[C:34]([O:36][C:37]([F:42])([F:41])[CH:38]([F:40])[F:39])[CH:33]=[C:32]([F:43])[CH:31]=2)[CH2:23][C:24]2[CH:29]=[CH:28][CH:27]=[CH:26][CH:25]=2)=[N:20][CH:21]=1, predict the reactants needed to synthesize it. The reactants are: OC(C(F)(F)F)=O.[NH2:8][C@@H:9]1[CH2:13][CH2:12][CH2:11][C@H:10]1[OH:14].[Cl:15][C:16]1[CH:17]=[CH:18][C:19]([C@@:22]([NH:44][C:45](=O)[O:46]C2C=CC([N+]([O-])=O)=CC=2)([C:30]2[CH:35]=[C:34]([O:36][C:37]([F:42])([F:41])[CH:38]([F:40])[F:39])[CH:33]=[C:32]([F:43])[CH:31]=2)[CH2:23][C:24]2[CH:29]=[CH:28][CH:27]=[CH:26][CH:25]=2)=[N:20][CH:21]=1. (6) Given the product [NH:35]1[C:31]2=[N:32][CH:33]=[CH:34][C:29]([NH:1][C@H:2]([C:5]3[N:14]([C:15]4[CH:20]=[CH:19][CH:18]=[C:17]([CH2:21][C:22]([F:25])([F:23])[F:24])[CH:16]=4)[C:13](=[O:26])[C:12]4[C:7](=[CH:8][CH:9]=[CH:10][C:11]=4[F:27])[N:6]=3)[CH2:3][CH3:4])=[C:30]2[CH:37]=[CH:36]1, predict the reactants needed to synthesize it. The reactants are: [NH2:1][C@H:2]([C:5]1[N:14]([C:15]2[CH:20]=[CH:19][CH:18]=[C:17]([CH2:21][C:22]([F:25])([F:24])[F:23])[CH:16]=2)[C:13](=[O:26])[C:12]2[C:7](=[CH:8][CH:9]=[CH:10][C:11]=2[F:27])[N:6]=1)[CH2:3][CH3:4].Cl[C:29]1[CH:34]=[CH:33][N:32]=[C:31]2[NH:35][CH:36]=[CH:37][C:30]=12.C(N(C(C)C)CC)(C)C. (7) Given the product [OH:54][C@H:12]([C:10]1[CH:9]=[CH:8][C:6]([OH:7])=[C:5]([CH2:4][OH:3])[CH:11]=1)[CH2:13][NH:14][CH2:15][CH2:16][C:17]1[CH:53]=[CH:52][C:20]([O:21][CH2:22][CH2:23][O:24][CH2:25][C:26]2[CH:27]=[C:28]([S:32]([NH2:35])(=[O:34])=[O:33])[CH:29]=[CH:30][CH:31]=2)=[CH:19][CH:18]=1, predict the reactants needed to synthesize it. The reactants are: CC1(C)[O:7][C:6]2[CH:8]=[CH:9][C:10]([C@@H:12]([OH:54])[CH2:13][NH:14][CH2:15][CH2:16][C:17]3[CH:53]=[CH:52][C:20]([O:21][CH2:22][CH2:23][O:24][CH2:25][C:26]4[CH:27]=[C:28]([S:32]([N:35](COCC[Si](C)(C)C)COCC[Si](C)(C)C)(=[O:34])=[O:33])[CH:29]=[CH:30][CH:31]=4)=[CH:19][CH:18]=3)=[CH:11][C:5]=2[CH2:4][O:3]1.